From a dataset of Reaction yield outcomes from USPTO patents with 853,638 reactions. Predict the reaction yield, written as a fraction of the theoretical maximum amount of product (1.0 means a 100% yield; for example, 0.34 means a 34% yield). (1) The reactants are C(OC([N:11]1[CH2:19][CH2:18][C:13]2([O:17][CH2:16][CH2:15][O:14]2)[CH2:12]1)=O)C1C=CC=CC=1. The catalyst is CCO.[Pd]. The product is [O:14]1[C:13]2([CH2:18][CH2:19][NH:11][CH2:12]2)[O:17][CH2:16][CH2:15]1. The yield is 1.00. (2) The reactants are [CH:1]1([C:4]2[C:26]([C:27]3[NH:31][C:30]([O:32][CH2:33][CH3:34])=[N:29][N:28]=3)=[CH:25][C:7]([C:8]([N:10]3[CH2:15][CH2:14][CH:13]([C:16]4[CH:24]=[CH:23][C:19]([C:20]([NH2:22])=O)=[CH:18][CH:17]=4)[CH2:12][CH2:11]3)=[O:9])=[C:6]([CH2:35][CH3:36])[CH:5]=2)[CH2:3][CH2:2]1.FC(F)(F)C(OC(=O)C(F)(F)F)=O.C(N(CC)CC)C. The catalyst is ClCCl. The product is [CH:1]1([C:4]2[C:26]([C:27]3[NH:31][C:30]([O:32][CH2:33][CH3:34])=[N:29][N:28]=3)=[CH:25][C:7]([C:8]([N:10]3[CH2:11][CH2:12][CH:13]([C:16]4[CH:24]=[CH:23][C:19]([C:20]#[N:22])=[CH:18][CH:17]=4)[CH2:14][CH2:15]3)=[O:9])=[C:6]([CH2:35][CH3:36])[CH:5]=2)[CH2:3][CH2:2]1. The yield is 0.200. (3) The reactants are Cl[Si](C)(C)C.[CH3:6][CH2:7][O:8][C:9]([CH:11]1[C:15](=[O:16])[CH2:14][CH2:13][CH2:12]1)=[O:10].Br[CH2:18][C:19](=[CH2:25])[C:20](OCC)=[O:21].[Cl-].[NH4+]. The catalyst is C1COCC1.[Zn].C(OCC)(=O)C. The product is [CH2:18]=[C:19]1[CH2:25][C:15]2([CH2:14][CH2:13][CH2:12][CH:11]2[C:9]([O:8][CH2:7][CH3:6])=[O:10])[O:16][C:20]1=[O:21]. The yield is 0.446. (4) The reactants are [F:1][C:2]1[C:3]([NH:24][C:25]2[CH:30]=[CH:29][C:28]([I:31])=[CH:27][C:26]=2[F:32])=[C:4]([CH:20]=[CH:21][C:22]=1[F:23])[C:5]([N:7]1[CH2:12][CH2:11][N:10](C(OC(C)(C)C)=O)[CH2:9][CH2:8]1)=[O:6].[ClH:33].O1CCOCC1.Cl. The catalyst is O1CCOCC1. The product is [ClH:33].[F:1][C:2]1[C:3]([NH:24][C:25]2[CH:30]=[CH:29][C:28]([I:31])=[CH:27][C:26]=2[F:32])=[C:4]([C:5]([N:7]2[CH2:12][CH2:11][NH:10][CH2:9][CH2:8]2)=[O:6])[CH:20]=[CH:21][C:22]=1[F:23]. The yield is 0.790. (5) The reactants are [C:1]([C:4]1[CH:15]=[CH:14][C:7]([CH:8]=[N:9][NH:10][C:11](=[S:13])[NH2:12])=[C:6]([NH2:16])[CH:5]=1)(=[O:3])[CH3:2].Br[CH2:18][C:19]([C:21]1[CH:26]=[CH:25][CH:24]=[CH:23][CH:22]=1)=O. The catalyst is C1COCC1. The product is [NH2:16][C:6]1[CH:5]=[C:4]([C:1](=[O:3])[CH3:2])[CH:15]=[CH:14][C:7]=1[CH:8]=[N:9][NH:10][C:11]1[S:13][CH:18]=[C:19]([C:21]2[CH:26]=[CH:25][CH:24]=[CH:23][CH:22]=2)[N:12]=1. The yield is 0.830. (6) The reactants are [Cl:1][C:2]1[CH:7]=[C:6]([Cl:8])[CH:5]=[CH:4][C:3]=1[N:9]1[C:17]2[CH2:16][CH2:15][N:14]([N:18]3[CH2:23][CH2:22][CH2:21][CH2:20][CH2:19]3)[C:13](=[O:24])[C:12]=2[C:11]([CH3:25])=[CH:10]1.C1C(=O)N([Br:33])C(=O)C1.O. The catalyst is CN(C=O)C. The product is [Br:33][C:10]1[N:9]([C:3]2[CH:4]=[CH:5][C:6]([Cl:8])=[CH:7][C:2]=2[Cl:1])[C:17]2[CH2:16][CH2:15][N:14]([N:18]3[CH2:19][CH2:20][CH2:21][CH2:22][CH2:23]3)[C:13](=[O:24])[C:12]=2[C:11]=1[CH3:25]. The yield is 0.400. (7) The catalyst is Cl. The reactants are [CH3:1][C:2]1[CH:7]=[CH:6][C:5]([N:8]2[C:12]([CH3:14])([CH3:13])[C:11](=N)[N:10]([C:16]3[CH:23]=[CH:22][C:19]([C:20]#[N:21])=[C:18]([C:24]([F:27])([F:26])[F:25])[CH:17]=3)[C:9]2=[S:28])=[CH:4][CH:3]=1.C[OH:30].O. The yield is 0.980. The product is [CH3:1][C:2]1[CH:7]=[CH:6][C:5]([N:8]2[C:12]([CH3:14])([CH3:13])[C:11](=[O:30])[N:10]([C:16]3[CH:23]=[CH:22][C:19]([C:20]#[N:21])=[C:18]([C:24]([F:27])([F:26])[F:25])[CH:17]=3)[C:9]2=[S:28])=[CH:4][CH:3]=1. (8) The reactants are [NH2:1][CH2:2][C@:3]1([C:8]2[CH:13]=[CH:12][C:11]([Cl:14])=[C:10]([Cl:15])[CH:9]=2)[CH2:5][C@@H:4]1[CH2:6]O.NO.S(Cl)(Cl)=O.[OH-].[Na+]. The catalyst is C(OC(C)C)(=O)C. The product is [Cl:15][C:10]1[CH:9]=[C:8]([C@@:3]23[CH2:5][C@@H:4]2[CH2:6][NH:1][CH2:2]3)[CH:13]=[CH:12][C:11]=1[Cl:14]. The yield is 0.420. (9) The reactants are [CH2:1]([O:3][C:4]([C:6]1[CH:7]=[C:8]2[C:12](=[CH:13][CH:14]=1)[NH:11][CH:10]=[CH:9]2)=[O:5])[CH3:2].[H-].[Na+].[CH3:17][Si:18]([CH3:26])([CH3:25])[CH2:19][CH2:20][S:21](Cl)(=[O:23])=[O:22].[Cl-].[NH4+]. The catalyst is CN(C)C=O. The product is [CH2:1]([O:3][C:4]([C:6]1[CH:7]=[C:8]2[C:12](=[CH:13][CH:14]=1)[N:11]([S:21]([CH2:20][CH2:19][Si:18]([CH3:26])([CH3:25])[CH3:17])(=[O:23])=[O:22])[CH:10]=[CH:9]2)=[O:5])[CH3:2]. The yield is 0.790. (10) The reactants are [Br:1][C:2]1[N:3]=[C:4]([NH:9][CH2:10][C:11]2[CH:16]=[CH:15][CH:14]=[C:13]([N+:17]([O-:19])=[O:18])[CH:12]=2)[C:5]([NH2:8])=[N:6][CH:7]=1.N1([C:25](N2C=CN=C2)=[O:26])C=CN=C1. The catalyst is O1CCCC1. The product is [Br:1][C:2]1[N:3]=[C:4]2[N:9]([CH2:10][C:11]3[CH:16]=[CH:15][CH:14]=[C:13]([N+:17]([O-:19])=[O:18])[CH:12]=3)[C:25](=[O:26])[NH:8][C:5]2=[N:6][CH:7]=1. The yield is 0.880.